Dataset: Full USPTO retrosynthesis dataset with 1.9M reactions from patents (1976-2016). Task: Predict the reactants needed to synthesize the given product. Given the product [NH2:1][C:4]1[C:5]([CH2:10][C:11]([O:13][CH2:14][CH3:15])=[O:12])=[N:6][CH:7]=[CH:8][CH:9]=1, predict the reactants needed to synthesize it. The reactants are: [N+:1]([C:4]1[C:5]([CH2:10][C:11]([O:13][CH2:14][CH3:15])=[O:12])=[N:6][CH:7]=[CH:8][CH:9]=1)([O-])=O.